From a dataset of Forward reaction prediction with 1.9M reactions from USPTO patents (1976-2016). Predict the product of the given reaction. (1) The product is: [CH2:8]([C:5]1[N:4]=[CH:3][C:2]([NH:14][C:15]2[CH:16]=[N:17][C:18]([CH2:21][CH2:22][CH2:23][CH2:24][CH2:25][CH3:26])=[CH:19][CH:20]=2)=[CH:7][CH:6]=1)[CH2:9][CH2:10][CH2:11][CH2:12][CH3:13]. Given the reactants Br[C:2]1[CH:3]=[N:4][C:5]([CH2:8][CH2:9][CH2:10][CH2:11][CH2:12][CH3:13])=[CH:6][CH:7]=1.[NH2:14][C:15]1[CH:16]=[N:17][C:18]([CH2:21][CH2:22][CH2:23][CH2:24][CH2:25][CH3:26])=[CH:19][CH:20]=1, predict the reaction product. (2) Given the reactants C(OC(=O)[NH:7][C:8]1[CH:13]=[CH:12][C:11]([C:14]2[CH:19]=[CH:18][CH:17]=[CH:16][C:15]=2[CH3:20])=[CH:10][C:9]=1[NH:21][C:22](=[O:32])[CH2:23][C:24]([C:26]1[S:27][CH:28]=[CH:29][C:30]=1[Cl:31])=O)(C)(C)C.C(O)(C(F)(F)F)=O, predict the reaction product. The product is: [Cl:31][C:30]1[CH:29]=[CH:28][S:27][C:26]=1[C:24]1[CH2:23][C:22](=[O:32])[NH:21][C:9]2[CH:10]=[C:11]([C:14]3[CH:19]=[CH:18][CH:17]=[CH:16][C:15]=3[CH3:20])[CH:12]=[CH:13][C:8]=2[N:7]=1. (3) Given the reactants [C:1]([O:5][C:6]([N:8]1[C@@:12]([CH3:16])([C:13]([OH:15])=[O:14])[CH2:11][O:10][C:9]1([CH3:18])[CH3:17])=[O:7])([CH3:4])([CH3:3])[CH3:2].CN(C([O:26]N1N=NC2C=CC=NC1=2)=[N+](C)C)C.F[P-](F)(F)(F)(F)F.CCN(C(C)C)C(C)C.C(NN)(=O)C1C=CC=CC=1, predict the reaction product. The product is: [C:1]([O:5][C:6]([NH:8][C:12]1([C:13]([OH:15])=[O:14])[CH2:16][O:26][C:9]([CH3:18])([CH3:17])[O:10][CH2:11]1)=[O:7])([CH3:4])([CH3:3])[CH3:2]. (4) Given the reactants [NH2:1][CH2:2][CH2:3][O:4][CH2:5][CH2:6][NH:7][C:8](=[O:14])[O:9][C:10]([CH3:13])([CH3:12])[CH3:11].CN(C=O)C.[CH3:20][C:21]1[CH:22]=[N:23][C:24]([C:28](O)=[O:29])=[CH:25][N+:26]=1[O-:27].CCN(C(C)C)C(C)C, predict the reaction product. The product is: [C:10]([O:9][C:8]([NH:7][CH2:6][CH2:5][O:4][CH2:3][CH2:2][NH:1][C:28]([C:24]1[N:23]=[CH:22][C:21]([CH3:20])=[N+:26]([O-:27])[CH:25]=1)=[O:29])=[O:14])([CH3:11])([CH3:13])[CH3:12]. (5) Given the reactants [CH3:1][C:2]([C:4]1[CH:9]=[CH:8][C:7]([Cl:10])=[CH:6][CH:5]=1)=[O:3].[CH2:11](O)[CH2:12][CH:13]=C.[Na+].[I-:17].Cl[Si](C)(C)[CH3:20], predict the reaction product. The product is: [Cl:10][C:7]1[CH:8]=[CH:9][C:4]([C:2]2([CH3:20])[CH2:1][CH:13]([I:17])[CH2:12][CH2:11][O:3]2)=[CH:5][CH:6]=1. (6) Given the reactants [Cl:1][C:2]1[N:7]=[C:6]([C:8]2[CH:9]=[N:10][CH:11]=[C:12]([Cl:14])[CH:13]=2)[C:5]2[N:15]([CH2:27][C@H:28]3[CH2:33][CH2:32][C@H:31]([CH3:34])[CH2:30][CH2:29]3)[C:16]([CH:18]([C:20]3[C:25]([F:26])=[CH:24][CH:23]=[CH:22][N:21]=3)[OH:19])=[N:17][C:4]=2[CH:3]=1.CC(OI1(OC(C)=O)(OC(C)=O)OC(=O)C2C=CC=CC1=2)=O, predict the reaction product. The product is: [Cl:1][C:2]1[CH:3]=[C:4]2[N:17]=[C:16]([C:18]([C:20]3[C:25]([F:26])=[CH:24][CH:23]=[CH:22][N:21]=3)=[O:19])[N:15]([CH2:27][C@H:28]3[CH2:29][CH2:30][C@H:31]([CH3:34])[CH2:32][CH2:33]3)[C:5]2=[C:6]([C:8]2[CH:9]=[N:10][CH:11]=[C:12]([Cl:14])[CH:13]=2)[N:7]=1.